Dataset: Full USPTO retrosynthesis dataset with 1.9M reactions from patents (1976-2016). Task: Predict the reactants needed to synthesize the given product. (1) Given the product [CH3:56][S:57]([O:47][CH2:46][CH2:45][CH2:44][C:41]1[CH:40]=[CH:39][C:38]([C:34]2[CH:35]=[CH:36][CH:37]=[C:32]([N:22]3[C:23]4[N:30]=[CH:29][C:28]([F:31])=[CH:27][C:24]=4[C:25](=[O:26])[N:20]([C@H:17]4[CH2:18][CH2:19][C@@H:14]([NH:13][C:11]([C:9]5[N:10]=[C:5]6[CH:4]=[CH:3][C:2]([F:1])=[CH:7][N:6]6[CH:8]=5)=[O:12])[CH2:15][CH2:16]4)[C:21]3=[O:48])[CH:33]=2)=[CH:43][CH:42]=1)(=[O:59])=[O:58], predict the reactants needed to synthesize it. The reactants are: [F:1][C:2]1[CH:3]=[CH:4][C:5]2[N:6]([CH:8]=[C:9]([C:11]([NH:13][C@H:14]3[CH2:19][CH2:18][C@@H:17]([N:20]4[C:25](=[O:26])[C:24]5[CH:27]=[C:28]([F:31])[CH:29]=[N:30][C:23]=5[N:22]([C:32]5[CH:33]=[C:34]([C:38]6[CH:43]=[CH:42][C:41]([CH2:44][CH2:45][CH2:46][OH:47])=[CH:40][CH:39]=6)[CH:35]=[CH:36][CH:37]=5)[C:21]4=[O:48])[CH2:16][CH2:15]3)=[O:12])[N:10]=2)[CH:7]=1.C(N(CC)CC)C.[CH3:56][S:57](Cl)(=[O:59])=[O:58].O. (2) Given the product [CH3:25][O:24][C:3]1[CH:4]=[C:5]2[C:10](=[CH:11][C:2]=1[O:1][CH2:33][CH2:34][OH:35])[N:9]=[CH:8][CH:7]=[C:6]2[O:12][C:13]1[C:14]([CH3:23])=[N:15][C:16]2[C:21]([CH:22]=1)=[CH:20][CH:19]=[CH:18][N:17]=2, predict the reactants needed to synthesize it. The reactants are: [OH:1][C:2]1[CH:11]=[C:10]2[C:5]([C:6]([O:12][C:13]3[C:14]([CH3:23])=[N:15][C:16]4[C:21]([CH:22]=3)=[CH:20][CH:19]=[CH:18][N:17]=4)=[CH:7][CH:8]=[N:9]2)=[CH:4][C:3]=1[O:24][CH3:25].C(=O)([O-])[O-].[K+].[K+].Br[CH2:33][CH2:34][OH:35]. (3) Given the product [CH2:13]1[C@H:22]2[C@H:17]([CH2:18][CH2:19][C:20]3[CH:26]=[CH:25][CH:24]=[CH:23][C:21]=32)[N:16]([C:10]([C:7]2[CH:8]=[C:9]3[C:4]([CH:3]=[CH:2][NH:1]3)=[CH:5][CH:6]=2)=[O:12])[CH2:15][CH2:14]1, predict the reactants needed to synthesize it. The reactants are: [NH:1]1[C:9]2[C:4](=[CH:5][CH:6]=[C:7]([C:10]([OH:12])=O)[CH:8]=2)[CH:3]=[CH:2]1.[CH2:13]1[C@H:22]2[C@H:17]([CH2:18][CH2:19][C:20]3[CH:26]=[CH:25][CH:24]=[CH:23][C:21]=32)[NH:16][CH2:15][CH2:14]1.F[P-](F)(F)(F)(F)F.N1(OC(N(C)C)=[N+](C)C)C2N=CC=CC=2N=N1. (4) Given the product [Br:1][CH2:12][C:11]([C:5]1[CH:6]=[CH:7][CH:8]=[C:9]([F:10])[C:4]=1[F:3])=[O:13], predict the reactants needed to synthesize it. The reactants are: [Br:1]Br.[F:3][C:4]1[C:9]([F:10])=[CH:8][CH:7]=[CH:6][C:5]=1[C:11](=[O:13])[CH3:12]. (5) Given the product [OH:19][C:16]1[CH:17]=[CH:18][C:13]([C:8]2[CH:9]=[N:10][C:11]3[C:6]([CH:7]=2)=[CH:5][CH:4]=[C:3]([OH:2])[CH:12]=3)=[CH:14][CH:15]=1, predict the reactants needed to synthesize it. The reactants are: C[O:2][C:3]1[CH:12]=[C:11]2[C:6]([CH:7]=[C:8]([C:13]3[CH:18]=[CH:17][C:16]([O:19]C)=[CH:15][CH:14]=3)[CH:9]=[N:10]2)=[CH:5][CH:4]=1.[Cl-].[Cl-].[Cl-].[Al+3]. (6) Given the product [CH3:1][O:2][C:3]1[CH:4]=[CH:5][C:6]([CH2:7][NH:8][C:9]2[CH:10]=[C:11]3[C:16](=[CH:17][CH:18]=2)[CH2:15][NH:14][CH2:13][CH2:12]3)=[CH:26][CH:27]=1, predict the reactants needed to synthesize it. The reactants are: [CH3:1][O:2][C:3]1[CH:27]=[CH:26][C:6]([CH2:7][NH:8][C:9]2[CH:10]=[C:11]3[C:16](=[CH:17][CH:18]=2)[CH2:15][N:14](C(OC(C)(C)C)=O)[CH2:13][CH2:12]3)=[CH:5][CH:4]=1.C(O)(C(F)(F)F)=O. (7) Given the product [ClH:1].[Cl:1][C:2]1[C:3]([O:43][CH3:44])=[CH:4][CH:5]=[C:6]2[C:11]=1[N:10]=[C:9]([C:12]1[S:13][CH:14]=[C:15]([CH:17]([CH3:19])[CH3:18])[N:16]=1)[CH:8]=[C:7]2[O:20][C@@H:21]1[CH2:25][NH:24][C@H:23]([C:33]([N:34]([CH2:36][CH2:37][CH2:38][CH2:39][CH:40]=[CH2:41])[CH3:35])=[O:42])[CH2:22]1, predict the reactants needed to synthesize it. The reactants are: [Cl:1][C:2]1[C:3]([O:43][CH3:44])=[CH:4][CH:5]=[C:6]2[C:11]=1[N:10]=[C:9]([C:12]1[S:13][CH:14]=[C:15]([CH:17]([CH3:19])[CH3:18])[N:16]=1)[CH:8]=[C:7]2[O:20][C@@H:21]1[CH2:25][N:24](C(OC(C)(C)C)=O)[C@H:23]([C:33](=[O:42])[N:34]([CH2:36][CH2:37][CH2:38][CH2:39][CH:40]=[CH2:41])[CH3:35])[CH2:22]1.C(Cl)(=O)C.